This data is from Reaction yield outcomes from USPTO patents with 853,638 reactions. The task is: Predict the reaction yield, written as a fraction of the theoretical maximum amount of product (1.0 means a 100% yield; for example, 0.34 means a 34% yield). (1) The reactants are C[O:2][C:3](=O)[CH2:4][NH:5][C:6]([C:8]1([NH:11][C:12](=[O:76])[C@H:13]([NH:35][C:36](=[O:75])[C@H:37]([NH:45][C:46](=[O:74])[CH2:47][C@H:48](O)/[CH:49]=[CH:50]/[CH2:51][CH2:52][S:53][C:54]([C:67]2[CH:72]=[CH:71][CH:70]=[CH:69][CH:68]=2)([C:61]2[CH:66]=[CH:65][CH:64]=[CH:63][CH:62]=2)[C:55]2[CH:60]=[CH:59][CH:58]=[CH:57][CH:56]=2)[CH2:38][C:39]2[CH:44]=[CH:43][CH:42]=[CH:41][CH:40]=2)[CH2:14][S:15][C:16]([C:29]2[CH:34]=[CH:33][CH:32]=[CH:31][CH:30]=2)([C:23]2[CH:28]=[CH:27][CH:26]=[CH:25][CH:24]=2)[C:17]2[CH:22]=[CH:21][CH:20]=[CH:19][CH:18]=2)[CH2:10][CH2:9]1)=[O:7].[Li+].[OH-:79].CC1C=CC=C([N+]([O-])=O)C=1C(OC(C1C([N+]([O-])=O)=CC=CC=1C)=O)=O. The catalyst is C1COCC1.O.CN(C1C=CN=CC=1)C.C(Cl)Cl. The product is [CH2:38]([C@H:37]1[NH:45][C:46](=[O:74])[CH2:47][C@@H:48](/[CH:49]=[CH:50]/[CH2:51][CH2:52][S:53][C:54]([C:55]2[CH:56]=[CH:57][CH:58]=[CH:59][CH:60]=2)([C:61]2[CH:62]=[CH:63][CH:64]=[CH:65][CH:66]=2)[C:67]2[CH:68]=[CH:69][CH:70]=[CH:71][CH:72]=2)[O:79][C:3](=[O:2])[CH2:4][NH:5][C:6](=[O:7])[C:8]2([CH2:10][CH2:9]2)[NH:11][C:12](=[O:76])[C@@H:13]([CH2:14][S:15][C:16]([C:29]2[CH:30]=[CH:31][CH:32]=[CH:33][CH:34]=2)([C:23]2[CH:28]=[CH:27][CH:26]=[CH:25][CH:24]=2)[C:17]2[CH:18]=[CH:19][CH:20]=[CH:21][CH:22]=2)[NH:35][C:36]1=[O:75])[C:39]1[CH:40]=[CH:41][CH:42]=[CH:43][CH:44]=1. The yield is 0.580. (2) The reactants are C(OC([N:8]1[CH2:13][CH2:12][CH:11]([C:14]([N:16]2[CH2:20][C@H:19]([N:21]([CH2:32][CH3:33])[C:22]([O:24][C:25]3[CH:30]=[CH:29][C:28]([F:31])=[CH:27][CH:26]=3)=[O:23])[C@@H:18]([C:34]3[CH:39]=[CH:38][C:37]([Cl:40])=[CH:36][CH:35]=3)[CH2:17]2)=[O:15])[CH2:10][CH2:9]1)=O)(C)(C)C.C(O)(C(F)(F)F)=O.O.[OH-].[Na+]. The catalyst is C(Cl)Cl. The product is [F:31][C:28]1[CH:29]=[CH:30][C:25]([O:24][C:22](=[O:23])[N:21]([C@@H:19]2[C@@H:18]([C:34]3[CH:39]=[CH:38][C:37]([Cl:40])=[CH:36][CH:35]=3)[CH2:17][N:16]([C:14]([CH:11]3[CH2:12][CH2:13][NH:8][CH2:9][CH2:10]3)=[O:15])[CH2:20]2)[CH2:32][CH3:33])=[CH:26][CH:27]=1. The yield is 0.870. (3) The reactants are [Cl:1][C:2]1[CH:7]=[CH:6][C:5]([CH2:8][CH2:9][NH2:10])=[CH:4][CH:3]=1.CCN(C(C)C)C(C)C.[Cl:20][C:21]1[CH:29]=[CH:28][C:24]([C:25](Cl)=[O:26])=[CH:23][C:22]=1[N+:30]([O-:32])=[O:31]. The catalyst is C(Cl)Cl. The product is [Cl:1][C:2]1[CH:7]=[CH:6][C:5]([CH2:8][CH2:9][NH:10][C:25](=[O:26])[C:24]2[CH:28]=[CH:29][C:21]([Cl:20])=[C:22]([N+:30]([O-:32])=[O:31])[CH:23]=2)=[CH:4][CH:3]=1. The yield is 0.860. (4) The reactants are [CH2:1]([N:4]([CH2:25][C:26]1[CH:31]=[CH:30][CH:29]=[CH:28][CH:27]=1)[C:5]1[C:9]([C:10](N(OC)C)=[O:11])=[CH:8][N:7]([CH2:16][C:17]2[CH:22]=[CH:21][C:20]([O:23][CH3:24])=[CH:19][CH:18]=2)[N:6]=1)[CH:2]=[CH2:3].[CH:32]([Mg]Br)=[CH2:33]. The catalyst is C1COCC1. The product is [CH2:1]([N:4]([CH2:25][C:26]1[CH:27]=[CH:28][CH:29]=[CH:30][CH:31]=1)[C:5]1[C:9]([C:10](=[O:11])[CH:32]=[CH2:33])=[CH:8][N:7]([CH2:16][C:17]2[CH:18]=[CH:19][C:20]([O:23][CH3:24])=[CH:21][CH:22]=2)[N:6]=1)[CH:2]=[CH2:3]. The yield is 0.920. (5) The reactants are [Cl-].O[NH3+:3].[C:4](=[O:7])([O-])[OH:5].[Na+].CS(C)=O.[F:13][C:14]1[CH:15]=[C:16]([C:48]2[C:49]([C:54]#[N:55])=[CH:50][CH:51]=[CH:52][CH:53]=2)[CH:17]=[CH:18][C:19]=1[CH2:20][C:21]1[C:22](=[O:47])[N:23]([C@H:33]2[CH2:38][CH2:37][C@H:36]([O:39][CH:40]3[C:44]([OH:46])([CH3:45])[CH2:43][O:42][CH2:41]3)[CH2:35][CH2:34]2)[C:24]2[N:25]([N:30]=[CH:31][N:32]=2)[C:26]=1[CH2:27][CH2:28][CH3:29]. The catalyst is C(OCC)(=O)C. The product is [F:13][C:14]1[CH:15]=[C:16]([C:48]2[CH:53]=[CH:52][CH:51]=[CH:50][C:49]=2[C:54]2[NH:3][C:4](=[O:7])[O:5][N:55]=2)[CH:17]=[CH:18][C:19]=1[CH2:20][C:21]1[C:22](=[O:47])[N:23]([C@H:33]2[CH2:34][CH2:35][C@H:36]([O:39][CH:40]3[C:44]([OH:46])([CH3:45])[CH2:43][O:42][CH2:41]3)[CH2:37][CH2:38]2)[C:24]2[N:25]([N:30]=[CH:31][N:32]=2)[C:26]=1[CH2:27][CH2:28][CH3:29]. The yield is 0.340. (6) The reactants are Cl[C:2]1[N:3]=[CH:4][C:5]2[N:6]([CH3:22])[C:7](=[O:21])[C:8]([F:20])([F:19])[CH2:9][N:10]([CH:13]3[CH2:18][CH2:17][CH2:16][CH2:15][CH2:14]3)[C:11]=2[N:12]=1.[NH2:23][C:24]1[CH:32]=[CH:31][C:27]([C:28]([OH:30])=[O:29])=[CH:26][C:25]=1[O:33][CH3:34]. The catalyst is Cl.CC(O)C. The product is [CH:13]1([N:10]2[CH2:9][C:8]([F:20])([F:19])[C:7](=[O:21])[N:6]([CH3:22])[C:5]3[CH:4]=[N:3][C:2]([NH:23][C:24]4[CH:32]=[CH:31][C:27]([C:28]([OH:30])=[O:29])=[CH:26][C:25]=4[O:33][CH3:34])=[N:12][C:11]2=3)[CH2:18][CH2:17][CH2:16][CH2:15][CH2:14]1. The yield is 0.700. (7) The reactants are [Cl:1][C:2]1[N:7]=[C:6](Cl)[C:5]([Cl:9])=[CH:4][N:3]=1.[NH2:10][C:11]1[CH:15]=[C:14]([CH:16]2[CH2:18][CH2:17]2)[NH:13][N:12]=1.C(N(CC)CC)C. The catalyst is CCO. The product is [Cl:1][C:2]1[N:7]=[C:6]([NH:10][C:11]2[CH:15]=[C:14]([CH:16]3[CH2:18][CH2:17]3)[NH:13][N:12]=2)[C:5]([Cl:9])=[CH:4][N:3]=1. The yield is 0.690. (8) The reactants are [Cl:1][C:2]1[CH:7]=[C:6]([Cl:8])[CH:5]=[CH:4][C:3]=1[C@H:9]([N:11]1[C:19]2[C:14](=[CH:15][CH:16]=[C:17]([C:20]3[CH2:21][CH2:22][NH:23][CH2:24][CH:25]=3)[CH:18]=2)[CH:13]=[N:12]1)[CH3:10].C(OC([N:33]1[CH2:37][CH2:36][CH2:35][C@@H:34]1[C:38](O)=[O:39])=O)(C)(C)C.CN(C(ON1N=NC2C=CC=NC1=2)=[N+](C)C)C.F[P-](F)(F)(F)(F)F.CCN(CC)CC. The catalyst is ClCCl. The product is [Cl:1][C:2]1[CH:7]=[C:6]([Cl:8])[CH:5]=[CH:4][C:3]=1[C@H:9]([N:11]1[C:19]2[C:14](=[CH:15][CH:16]=[C:17]([C:20]3[CH2:21][CH2:22][N:23]([C:38]([C@H:34]4[CH2:35][CH2:36][CH2:37][NH:33]4)=[O:39])[CH2:24][CH:25]=3)[CH:18]=2)[CH:13]=[N:12]1)[CH3:10]. The yield is 0.650.